From a dataset of Full USPTO retrosynthesis dataset with 1.9M reactions from patents (1976-2016). Predict the reactants needed to synthesize the given product. Given the product [CH3:8][C:9]([O:12][C:6](=[O:7])[NH:5][S:2]([NH:36][C:32]1[CH:33]=[CH:34][CH:35]=[C:30]([C:21]2[C:22]3[C:17](=[CH:16][C:15]([O:14][CH3:13])=[C:24]4[O:25][C:26]([CH3:28])([CH3:29])[CH2:27][C:23]4=3)[CH2:18][C:19]([CH3:38])([CH3:37])[N:20]=2)[CH:31]=1)(=[O:4])=[O:3])([CH3:11])[CH3:10], predict the reactants needed to synthesize it. The reactants are: Cl[S:2]([N:5]=[C:6]=[O:7])(=[O:4])=[O:3].[CH3:8][C:9]([OH:12])([CH3:11])[CH3:10].[CH3:13][O:14][C:15]1[CH:16]=[C:17]2[C:22](=[C:23]3[CH2:27][C:26]([CH3:29])([CH3:28])[O:25][C:24]=13)[C:21]([C:30]1[CH:31]=[C:32]([NH2:36])[CH:33]=[CH:34][CH:35]=1)=[N:20][C:19]([CH3:38])([CH3:37])[CH2:18]2.C(N(CC)CC)C.